From a dataset of Full USPTO retrosynthesis dataset with 1.9M reactions from patents (1976-2016). Predict the reactants needed to synthesize the given product. Given the product [CH:1]1([CH2:9][C:10]2[C:34]([CH3:35])=[CH:33][C:13]3[N:14]=[C:15]4[C:20]([N:21]([CH2:22][CH2:23][CH2:24][CH2:25][CH2:26][CH2:27][C:28]([OH:30])=[O:29])[C:12]=3[CH:11]=2)=[N:19][C:18](=[O:31])[NH:17][C:16]4=[O:32])[CH2:5][CH2:4][CH2:3][CH2:2]1, predict the reactants needed to synthesize it. The reactants are: [CH:1]1([Mg]Br)[CH2:5][CH2:4][CH2:3][CH2:2]1.Br[CH2:9][C:10]1[C:34]([CH3:35])=[CH:33][C:13]2[N:14]=[C:15]3[C:20]([N:21]([CH2:22][CH2:23][CH2:24][CH2:25][CH2:26][CH2:27][C:28]([OH:30])=[O:29])[C:12]=2[CH:11]=1)=[N:19][C:18](=[O:31])[NH:17][C:16]3=[O:32].